From a dataset of Full USPTO retrosynthesis dataset with 1.9M reactions from patents (1976-2016). Predict the reactants needed to synthesize the given product. (1) Given the product [CH:1]([C:3]1[C:11]2[O:10][C:9]([C:12]([OH:14])=[O:13])=[CH:8][C:7]=2[C:6]([O:17][CH3:18])=[CH:5][CH:4]=1)=[O:2], predict the reactants needed to synthesize it. The reactants are: [CH:1]([C:3]1[C:11]2[O:10][C:9]([C:12]([O:14]CC)=[O:13])=[CH:8][C:7]=2[C:6]([O:17][CH3:18])=[CH:5][CH:4]=1)=[O:2].C(C1C2OC(C([O-])=O)=CC=2C(OC)=CC=1)=O.C(=O)([O-])[O-].[Na+].[Na+]. (2) The reactants are: Cl.[CH3:2][O:3][C:4]1[CH:5]=[C:6]2[C:11](=[C:12]([N:14]3[CH2:19][CH2:18][N:17]([CH3:20])[CH2:16][CH2:15]3)[CH:13]=1)[O:10][CH:9]([C:21]([OH:23])=O)[CH2:8][CH2:7]2.C(N(CC)C(C)C)(C)C.CN(C(ON1N=NC2C=CC=CC1=2)=[N+](C)C)C.[B-](F)(F)(F)F.Cl.[NH2:56][C:57]1[CH:62]=[CH:61][C:60]([N:63]2[CH2:68][CH2:67][CH2:66][NH:65][C:64]2=[O:69])=[CH:59][CH:58]=1. Given the product [CH3:2][O:3][C:4]1[CH:5]=[C:6]2[C:11](=[C:12]([N:14]3[CH2:15][CH2:16][N:17]([CH3:20])[CH2:18][CH2:19]3)[CH:13]=1)[O:10][CH:9]([C:21]([NH:56][C:57]1[CH:58]=[CH:59][C:60]([N:63]3[CH2:68][CH2:67][CH2:66][NH:65][C:64]3=[O:69])=[CH:61][CH:62]=1)=[O:23])[CH2:8][CH2:7]2, predict the reactants needed to synthesize it. (3) Given the product [O:39]1[CH2:38][CH2:37][N:36]([C:18]2[C:19]3[N:20]([CH:21]=[C:22](/[CH:24]=[CH:25]/[C:26]4[CH:35]=[CH:34][C:33]5[C:28](=[CH:29][CH:30]=[CH:31][CH:32]=5)[N:27]=4)[N:23]=3)[C:15]([C:13]3[CH:14]=[C:9]([C:8]4[N:42]=[C:4]([OH:3])[O:6][N:7]=4)[CH:10]=[N:11][CH:12]=3)=[CH:16][N:17]=2)[CH2:41][CH2:40]1, predict the reactants needed to synthesize it. The reactants are: C([O:3][C:4]([O:6]/[N:7]=[C:8](/[NH2:42])\[C:9]1[CH:14]=[C:13]([C:15]2[N:20]3[CH:21]=[C:22](/[CH:24]=[CH:25]/[C:26]4[CH:35]=[CH:34][C:33]5[C:28](=[CH:29][CH:30]=[CH:31][CH:32]=5)[N:27]=4)[N:23]=[C:19]3[C:18]([N:36]3[CH2:41][CH2:40][O:39][CH2:38][CH2:37]3)=[N:17][CH:16]=2)[CH:12]=[N:11][CH:10]=1)=O)C.C1CCN2C(=NCCC2)CC1. (4) Given the product [CH2:1]([O:19][C:20]1[CH:21]=[C:22]([CH2:45][CH2:46][CH2:47][OH:48])[CH:23]=[C:24]([O:26][CH2:27][CH2:28][CH2:29][CH2:30][CH2:31][CH2:32][CH2:33][CH2:34]/[CH:35]=[CH:36]\[CH2:37]/[CH:38]=[CH:39]\[CH2:40][CH2:41][CH2:42][CH2:43][CH3:44])[CH:25]=1)[CH2:2][CH2:3][CH2:4][CH2:5][CH2:6][CH2:7][CH2:8]/[CH:9]=[CH:10]\[CH2:11]/[CH:12]=[CH:13]\[CH2:14][CH2:15][CH2:16][CH2:17][CH3:18], predict the reactants needed to synthesize it. The reactants are: [CH2:1]([O:19][C:20]1[CH:21]=[C:22]([CH:45]=[CH:46][C:47](OC)=[O:48])[CH:23]=[C:24]([O:26][CH2:27][CH2:28][CH2:29][CH2:30][CH2:31][CH2:32][CH2:33][CH2:34]/[CH:35]=[CH:36]\[CH2:37]/[CH:38]=[CH:39]\[CH2:40][CH2:41][CH2:42][CH2:43][CH3:44])[CH:25]=1)[CH2:2][CH2:3][CH2:4][CH2:5][CH2:6][CH2:7][CH2:8]/[CH:9]=[CH:10]\[CH2:11]/[CH:12]=[CH:13]\[CH2:14][CH2:15][CH2:16][CH2:17][CH3:18].[H-].[Al+3].[Li+].[H-].[H-].[H-]. (5) Given the product [CH3:1][C:2]1[CH:7]=[C:6]([CH3:8])[N:5]=[C:4]([N:9]2[CH2:16][CH:15]3[CH:11]([CH2:12][N:13]([C:27]([C:26]4[CH:30]=[C:22]([F:21])[CH:23]=[CH:24][C:25]=4[C:31]([F:34])([F:32])[F:33])=[O:28])[CH2:14]3)[CH2:10]2)[N:3]=1, predict the reactants needed to synthesize it. The reactants are: [CH3:1][C:2]1[CH:7]=[C:6]([CH3:8])[N:5]=[C:4]([N:9]2[CH2:16][CH:15]3[CH:11]([CH2:12][NH:13][CH2:14]3)[CH2:10]2)[N:3]=1.CC(O)=O.[F:21][C:22]1[CH:23]=[CH:24][C:25]([C:31]([F:34])([F:33])[F:32])=[C:26]([CH:30]=1)[C:27](O)=[O:28]. (6) Given the product [F:1][C:2]1[CH:3]=[C:4]([CH:8]=[CH:9][C:10]=1[O:11][CH:12]([CH3:14])[CH3:13])[C:5]([N:28]([O:17][CH3:16])[CH3:30])=[O:7], predict the reactants needed to synthesize it. The reactants are: [F:1][C:2]1[CH:3]=[C:4]([CH:8]=[CH:9][C:10]=1[O:11][CH:12]([CH3:14])[CH3:13])[C:5]([OH:7])=O.Cl.[CH3:16][O:17]CN.CCN=C=NCCC[N:28]([CH3:30])C.Cl.C(N(CC)CC)C.C1C=CC2N(O)N=NC=2C=1.O.